From a dataset of Full USPTO retrosynthesis dataset with 1.9M reactions from patents (1976-2016). Predict the reactants needed to synthesize the given product. (1) Given the product [CH2:31]([O:35][C:36](=[O:37])[NH:30][C:27]1[CH:28]=[CH:29][C:24]([C:3]2[N:4]=[C:5]3[N:11]([CH2:10][CH2:9][C:8]4[CH:12]=[CH:13][CH:14]=[CH:15][C:7]=4[CH:6]3[O:16][CH:17]3[CH2:18][CH2:19][N:20]([CH3:23])[CH2:21][CH2:22]3)[C:2]=2[CH3:1])=[CH:25][CH:26]=1)[CH:32]([CH3:34])[CH3:33], predict the reactants needed to synthesize it. The reactants are: [CH3:1][C:2]1[N:11]2[C:5]([CH:6]([O:16][CH:17]3[CH2:22][CH2:21][N:20]([CH3:23])[CH2:19][CH2:18]3)[C:7]3[CH:15]=[CH:14][CH:13]=[CH:12][C:8]=3[CH2:9][CH2:10]2)=[N:4][C:3]=1[C:24]1[CH:29]=[CH:28][C:27]([NH2:30])=[CH:26][CH:25]=1.[CH2:31]([O:35][C:36](Cl)=[O:37])[CH:32]([CH3:34])[CH3:33].[OH-].[Na+]. (2) Given the product [OH:1][C:2]1[C:11]2[C:6](=[N:7][CH:8]=[CH:9][CH:10]=2)[N:5]([CH2:12][CH2:13][CH:14]([CH3:15])[CH3:16])[C:4](=[O:17])[C:3]=1[C:18]1[NH:23][C:22]2[CH:24]=[CH:25][C:26]([NH:28][S:29]([NH:32][C:33]3[CH:34]=[C:35]([CH:41]=[CH:42][CH:43]=3)[C:36]([OH:38])=[O:37])(=[O:31])=[O:30])=[CH:27][C:21]=2[S:20](=[O:44])(=[O:45])[N:19]=1, predict the reactants needed to synthesize it. The reactants are: [OH:1][C:2]1[C:11]2[C:6](=[N:7][CH:8]=[CH:9][CH:10]=2)[N:5]([CH2:12][CH2:13][CH:14]([CH3:16])[CH3:15])[C:4](=[O:17])[C:3]=1[C:18]1[NH:23][C:22]2[CH:24]=[CH:25][C:26]([NH:28][S:29]([NH:32][C:33]3[CH:34]=[C:35]([CH:41]=[CH:42][CH:43]=3)[C:36]([O:38]CC)=[O:37])(=[O:31])=[O:30])=[CH:27][C:21]=2[S:20](=[O:45])(=[O:44])[N:19]=1.